This data is from Forward reaction prediction with 1.9M reactions from USPTO patents (1976-2016). The task is: Predict the product of the given reaction. (1) Given the reactants Cl[C:2]1[CH:7]=[C:6]([C:8]2[CH:13]=[C:12]([Cl:14])[CH:11]=[CH:10][C:9]=2[O:15][CH3:16])[N:5]=[C:4]([NH2:17])[N:3]=1.[S:18]1[C:22]2[CH:23]=[C:24]([NH2:27])[CH:25]=[CH:26][C:21]=2[N:20]=[CH:19]1, predict the reaction product. The product is: [S:18]1[C:22]2[CH:23]=[C:24]([NH:27][C:2]3[CH:7]=[C:6]([C:8]4[CH:13]=[C:12]([Cl:14])[CH:11]=[CH:10][C:9]=4[O:15][CH3:16])[N:5]=[C:4]([NH2:17])[N:3]=3)[CH:25]=[CH:26][C:21]=2[N:20]=[CH:19]1. (2) Given the reactants [CH2:1]([N:8]([CH3:30])[C:9]([C:11]1[CH:16]=[C:15]([C:17]([NH:19][CH2:20][C:21]2[CH:26]=[CH:25][C:24]([F:27])=[CH:23][CH:22]=2)=[O:18])[C:14]([OH:28])=[C:13](O)[N:12]=1)=[O:10])[C:2]1[CH:7]=[CH:6][CH:5]=[CH:4][CH:3]=1.CI.[C:33](=[O:36])([O-])[O-].[Cs+].[Cs+].O.[CH3:40]C#N, predict the reaction product. The product is: [CH2:1]([N:8]([CH3:30])[C:9]([C:11]1[N:12]([CH3:13])[C:33](=[O:36])[C:14]([O:28][CH3:40])=[C:15]([C:17]([NH:19][CH2:20][C:21]2[CH:22]=[CH:23][C:24]([F:27])=[CH:25][CH:26]=2)=[O:18])[CH:16]=1)=[O:10])[C:2]1[CH:7]=[CH:6][CH:5]=[CH:4][CH:3]=1. (3) Given the reactants Br[C:2]1[CH:7]=[CH:6][CH:5]=[C:4]([CH2:8][OH:9])[N:3]=1.[C:10]([O:16][C:17]([CH3:20])([CH3:19])[CH3:18])(=[O:15])[CH2:11][CH2:12][C:13]#[CH:14].C(N)(C)(C)C, predict the reaction product. The product is: [OH:9][CH2:8][C:4]1[N:3]=[C:2]([C:14]#[C:13][CH2:12][CH2:11][C:10]([O:16][C:17]([CH3:20])([CH3:19])[CH3:18])=[O:15])[CH:7]=[CH:6][CH:5]=1. (4) Given the reactants [NH2:1][C:2]1[CH:7]=[CH:6][CH:5]=[CH:4][C:3]=1[NH2:8].[S:9](=[O:13])(=O)([OH:11])[OH:10].[C:14](O)(=O)[C:15]1[CH:20]=[CH:19][CH:18]=[CH:17][CH:16]=1, predict the reaction product. The product is: [C:15]1([C:14]2[NH:1][C:2]3[CH:7]=[C:6]([S:9]([OH:11])(=[O:13])=[O:10])[CH:5]=[CH:4][C:3]=3[N:8]=2)[CH:20]=[CH:19][CH:18]=[CH:17][CH:16]=1. (5) Given the reactants Cl[C:2]1[CH:7]=[CH:6][C:5]([C:8]2[C:9]([C:20]3[CH:25]=[CH:24]C=C[CH:21]=3)=[C:10]3[N:14]([C:15]=2[C:16]([O:18][CH3:19])=[O:17])[CH2:13][CH2:12][CH2:11]3)=[CH:4][CH:3]=1.Cl[S:27]([OH:30])(=O)=[O:28].[NH3:31].O.Cl[CH:34]([Cl:36])[CH3:35], predict the reaction product. The product is: [Cl:36][C:34]1[CH:24]=[CH:25][C:20]([C:9]2[C:8]([C:5]3[CH:6]=[CH:7][C:2]([S:27](=[O:30])(=[O:28])[NH2:31])=[CH:3][CH:4]=3)=[C:15]([C:16]([O:18][CH3:19])=[O:17])[N:14]3[C:10]=2[CH2:11][CH2:12][CH2:13]3)=[CH:21][CH:35]=1.